This data is from NCI-60 drug combinations with 297,098 pairs across 59 cell lines. The task is: Regression. Given two drug SMILES strings and cell line genomic features, predict the synergy score measuring deviation from expected non-interaction effect. Drug 1: CC1CCC2CC(C(=CC=CC=CC(CC(C(=O)C(C(C(=CC(C(=O)CC(OC(=O)C3CCCCN3C(=O)C(=O)C1(O2)O)C(C)CC4CCC(C(C4)OC)O)C)C)O)OC)C)C)C)OC. Drug 2: CC1C(C(CC(O1)OC2CC(CC3=C2C(=C4C(=C3O)C(=O)C5=C(C4=O)C(=CC=C5)OC)O)(C(=O)CO)O)N)O.Cl. Cell line: T-47D. Synergy scores: CSS=30.9, Synergy_ZIP=8.82, Synergy_Bliss=7.50, Synergy_Loewe=4.01, Synergy_HSA=6.74.